Dataset: Reaction yield outcomes from USPTO patents with 853,638 reactions. Task: Predict the reaction yield, written as a fraction of the theoretical maximum amount of product (1.0 means a 100% yield; for example, 0.34 means a 34% yield). (1) The reactants are [CH3:1][O:2][CH2:3][CH2:4][N:5]1[CH2:10][CH2:9][CH:8]([C:11]2[CH:20]=[CH:19][C:14]([C:15]([O:17]C)=O)=[CH:13][CH:12]=2)[CH2:7][CH2:6]1.[CH3:21][O:22][C:23]1[CH:24]=[C:25]([CH2:31][CH2:32][C:33]2[CH:34]=[C:35]([NH2:38])[NH:36][N:37]=2)[CH:26]=[C:27]([O:29][CH3:30])[CH:28]=1.C[Al](C)C. The catalyst is C1(C)C=CC=CC=1. The product is [CH3:30][O:29][C:27]1[CH:26]=[C:25]([CH2:31][CH2:32][C:33]2[CH:34]=[C:35]([NH:38][C:15](=[O:17])[C:14]3[CH:13]=[CH:12][C:11]([CH:8]4[CH2:7][CH2:6][N:5]([CH2:4][CH2:3][O:2][CH3:1])[CH2:10][CH2:9]4)=[CH:20][CH:19]=3)[NH:36][N:37]=2)[CH:24]=[C:23]([O:22][CH3:21])[CH:28]=1. The yield is 0.349. (2) The reactants are [CH3:1][O:2][CH:3]([O:6][CH3:7])[CH:4]=[CH2:5].[CH3:8][C:9]1[CH:18]=[C:17]([CH2:19][O:20][C:21]2[CH:29]=[CH:28][C:24]([CH:25]=[N:26][OH:27])=[CH:23][CH:22]=2)[C:16]2[C:11](=[CH:12][CH:13]=[CH:14][CH:15]=2)[N:10]=1. No catalyst specified. The product is [CH3:1][O:2][CH:3]([O:6][CH3:7])[CH:4]1[O:27][N:26]=[C:25]([C:24]2[CH:23]=[CH:22][C:21]([O:20][CH2:19][C:17]3[C:16]4[C:11](=[CH:12][CH:13]=[CH:14][CH:15]=4)[N:10]=[C:9]([CH3:8])[CH:18]=3)=[CH:29][CH:28]=2)[CH2:5]1. The yield is 1.00. (3) The reactants are C[O:2][C:3](=[O:40])[CH:4]([NH:32][C:33]([O:35][C:36]([CH3:39])([CH3:38])[CH3:37])=[O:34])[CH2:5][S:6][C:7]1[CH:12]=[CH:11][C:10]([C:13]2[CH:18]=[CH:17][C:16]([C:19]3[C:24]4[O:25][C:26]5[CH:31]=[CH:30][CH:29]=[CH:28][C:27]=5[C:23]=4[CH:22]=[CH:21][CH:20]=3)=[CH:15][CH:14]=2)=[CH:9][CH:8]=1.[OH-].[K+].Cl. The catalyst is C1COCC1.CO.C(OCC)(=O)C. The product is [C:36]([O:35][C:33]([NH:32][CH:4]([CH2:5][S:6][C:7]1[CH:12]=[CH:11][C:10]([C:13]2[CH:18]=[CH:17][C:16]([C:19]3[C:24]4[O:25][C:26]5[CH:31]=[CH:30][CH:29]=[CH:28][C:27]=5[C:23]=4[CH:22]=[CH:21][CH:20]=3)=[CH:15][CH:14]=2)=[CH:9][CH:8]=1)[C:3]([OH:40])=[O:2])=[O:34])([CH3:39])([CH3:37])[CH3:38]. The yield is 0.750. (4) The reactants are [Cl:1][C:2]1[CH:7]=[C:6]([N+:8]([O-])=O)[CH:5]=[CH:4][C:3]=1[O:11][C:12]1[CH:17]=[CH:16][CH:15]=[CH:14][CH:13]=1.[Cl-].[NH4+].CO. The catalyst is [Fe].O. The product is [Cl:1][C:2]1[CH:7]=[C:6]([CH:5]=[CH:4][C:3]=1[O:11][C:12]1[CH:17]=[CH:16][CH:15]=[CH:14][CH:13]=1)[NH2:8]. The yield is 0.925. (5) The reactants are [C:1]([C:5]1[CH:6]=[C:7]([C:11](Cl)=[O:12])[N:8]([CH3:10])[N:9]=1)([CH3:4])([CH3:3])[CH3:2].[NH2:14][C:15]1[CH:16]=[C:17]([CH:30]=[CH:31][CH:32]=1)[C:18]([C:20]1[CH:28]=[C:27]2[C:23]([CH2:24][C:25](=[O:29])[NH:26]2)=[CH:22][CH:21]=1)=[O:19]. The catalyst is C1COCC1. The product is [O:29]=[C:25]1[CH2:24][C:23]2[C:27](=[CH:28][C:20]([C:18]([C:17]3[CH:16]=[C:15]([NH:14][C:11]([C:7]4[N:8]([CH3:10])[N:9]=[C:5]([C:1]([CH3:4])([CH3:3])[CH3:2])[CH:6]=4)=[O:12])[CH:32]=[CH:31][CH:30]=3)=[O:19])=[CH:21][CH:22]=2)[NH:26]1. The yield is 0.910. (6) The reactants are [Cl:1][C:2]1[C:23]([Cl:24])=[CH:22][C:5]2[O:6][C@H:7]([CH2:10]OS(C3C=CC(C)=CC=3)(=O)=O)[CH2:8][O:9][C:4]=2[CH:3]=1.[C:25]1(=[O:35])[NH:29][C:28](=[O:30])[C:27]2=[CH:31][CH:32]=[CH:33][CH:34]=[C:26]12.[K].O. The catalyst is CN(C=O)C. The product is [Cl:1][C:2]1[C:23]([Cl:24])=[CH:22][C:5]2[O:6][C@@H:7]([CH2:10][N:29]3[C:25](=[O:35])[C:26]4[C:27](=[CH:31][CH:32]=[CH:33][CH:34]=4)[C:28]3=[O:30])[CH2:8][O:9][C:4]=2[CH:3]=1. The yield is 0.800. (7) The reactants are [NH2:1][CH:2]([C:7]1[CH:12]=[CH:11][C:10]([C:13]([F:16])([F:15])[F:14])=[CH:9][CH:8]=1)[C:3](OC)=[O:4].[NH3:17]. No catalyst specified. The product is [NH2:1][CH:2]([C:7]1[CH:12]=[CH:11][C:10]([C:13]([F:16])([F:15])[F:14])=[CH:9][CH:8]=1)[C:3]([NH2:17])=[O:4]. The yield is 0.920. (8) The reactants are [CH3:1][S:2]([C:5]1[CH:10]=[CH:9][C:8]([F:11])=[C:7]([N+:12]([O-])=O)[CH:6]=1)(=[O:4])=[O:3].[H][H]. The catalyst is CO.[Pd]. The product is [F:11][C:8]1[CH:9]=[CH:10][C:5]([S:2]([CH3:1])(=[O:4])=[O:3])=[CH:6][C:7]=1[NH2:12]. The yield is 0.800.